This data is from Catalyst prediction with 721,799 reactions and 888 catalyst types from USPTO. The task is: Predict which catalyst facilitates the given reaction. (1) Reactant: [C:1]([O:4][CH:5]1[O:26][C@@H:25]([CH2:27][O:28][C:29](=[O:31])[CH3:30])[C@@H:20]([O:21][C:22](=[O:24])[CH3:23])[C@H:15]([O:16][C:17](=[O:19])[CH3:18])[C@@H:6]1[O:7]CC1C=CC=CC=1)(=[O:3])[CH3:2]. Product: [C:1]([O:4][CH:5]1[O:26][C@@H:25]([CH2:27][O:28][C:29](=[O:31])[CH3:30])[C@@H:20]([O:21][C:22](=[O:24])[CH3:23])[C@H:15]([O:16][C:17](=[O:19])[CH3:18])[C@@H:6]1[OH:7])(=[O:3])[CH3:2]. The catalyst class is: 78. (2) Reactant: [CH3:1][C:2]1[C:3]([CH2:9][N:10]([CH2:16][C:17]2[C:22]([C:23]([C:26]3[CH:31]=[CH:30][C:29]([F:32])=[CH:28][CH:27]=3)([CH3:25])[CH3:24])=[CH:21][CH:20]=[CH:19][N:18]=2)[CH2:11][CH2:12][CH2:13][CH2:14][NH2:15])=[N:4][CH:5]=[C:6]([CH3:8])[CH:7]=1.[C:33]([N:40]1C=CN=C1)(N1C=CN=C1)=[O:34].CCN(C(C)C)C(C)C.N[OH:55].Cl. Product: [CH3:1][C:2]1[C:3]([CH2:9][N:10]([CH2:16][C:17]2[C:22]([C:23]([CH3:25])([C:26]3[CH:31]=[CH:30][C:29]([F:32])=[CH:28][CH:27]=3)[CH3:24])=[CH:21][CH:20]=[CH:19][N:18]=2)[CH2:11][CH2:12][CH2:13][CH2:14][NH:15][C:33]([NH:40][OH:55])=[O:34])=[N:4][CH:5]=[C:6]([CH3:8])[CH:7]=1. The catalyst class is: 76. (3) Reactant: [N+:1]([C:4]1[CH:9]=[CH:8][CH:7]=[C:6]([C:10]2[CH:15]=[CH:14][CH:13]=[CH:12][N:11]=2)[C:5]=1[NH:16]C(=O)C)([O-:3])=[O:2].[OH-].[Na+]. Product: [N+:1]([C:4]1[CH:9]=[CH:8][CH:7]=[C:6]([C:10]2[CH:15]=[CH:14][CH:13]=[CH:12][N:11]=2)[C:5]=1[NH2:16])([O-:3])=[O:2]. The catalyst class is: 5. (4) Reactant: [F:1][C:2]1[CH:7]=[C:6]([CH:8]([O:10][CH3:11])[CH3:9])[CH:5]=[C:4]([F:12])[C:3]=1[C:13]1[N:18]=[C:17]([C:19]([O:21]C)=[O:20])[CH:16]=[CH:15][C:14]=1[F:23].[OH-].[Li+]. Product: [F:1][C:2]1[CH:7]=[C:6]([CH:8]([O:10][CH3:11])[CH3:9])[CH:5]=[C:4]([F:12])[C:3]=1[C:13]1[N:18]=[C:17]([C:19]([OH:21])=[O:20])[CH:16]=[CH:15][C:14]=1[F:23]. The catalyst class is: 24. (5) Product: [F:29][CH2:28][CH2:27][O:26][C:23]1[CH:24]=[CH:25][C:20]([CH2:19][C@H:11]([C:12]([OH:14])=[O:13])[CH2:10][C@@H:9]([C:31]([OH:33])=[O:32])[NH2:8])=[N+:21]([O-:30])[CH:22]=1. The catalyst class is: 4. Reactant: C(OC([NH:8][C@H:9]([C:31]([O:33]C(C)(C)C)=[O:32])[CH2:10][C@H:11]([CH2:19][C:20]1[CH:25]=[CH:24][C:23]([O:26][CH2:27][CH2:28][F:29])=[CH:22][N+:21]=1[O-:30])[C:12]([O:14]C(C)(C)C)=[O:13])=O)(C)(C)C.FC(F)(F)C(O)=O. (6) Reactant: [C:1]1([CH:7]([N:13]2[CH2:18][CH2:17][CH2:16][CH2:15][CH2:14]2)[C:8]([O:10]CC)=[O:9])[CH:6]=[CH:5][CH:4]=[CH:3][CH:2]=1.[ClH:19]. Product: [ClH:19].[C:1]1([CH:7]([N:13]2[CH2:18][CH2:17][CH2:16][CH2:15][CH2:14]2)[C:8]([OH:10])=[O:9])[CH:2]=[CH:3][CH:4]=[CH:5][CH:6]=1. The catalyst class is: 12.